This data is from Catalyst prediction with 721,799 reactions and 888 catalyst types from USPTO. The task is: Predict which catalyst facilitates the given reaction. Product: [Si:13]([O:20][CH2:21][CH2:22][N:23]([CH3:24])[C:5](=[O:6])[C:4]1[CH:8]=[CH:9][C:10]([F:11])=[C:2]([Cl:1])[C:3]=1[F:12])([C:16]([CH3:19])([CH3:18])[CH3:17])([CH3:14])[CH3:15]. Reactant: [Cl:1][C:2]1[C:3]([F:12])=[C:4]([CH:8]=[CH:9][C:10]=1[F:11])[C:5](Cl)=[O:6].[Si:13]([O:20][CH2:21][CH2:22][NH:23][CH3:24])([C:16]([CH3:19])([CH3:18])[CH3:17])([CH3:15])[CH3:14].[OH-].[Na+]. The catalyst class is: 2.